This data is from Full USPTO retrosynthesis dataset with 1.9M reactions from patents (1976-2016). The task is: Predict the reactants needed to synthesize the given product. The reactants are: [CH:1]1[N:2]=[CH:3][N:4]2[C:9]=1[CH2:8][CH2:7][NH:6][C:5]2=[O:10].[Br:11][CH2:12][CH2:13][F:14]. Given the product [Br-:11].[F:14][CH2:13][CH2:12][N+:2]1[CH:1]=[C:9]2[N:4]([C:5](=[O:10])[NH:6][CH2:7][CH2:8]2)[CH:3]=1, predict the reactants needed to synthesize it.